This data is from Catalyst prediction with 721,799 reactions and 888 catalyst types from USPTO. The task is: Predict which catalyst facilitates the given reaction. (1) Reactant: [H-].[Na+].[OH:3][CH2:4][C:5]1[CH:6]=[C:7]([S:11]([NH2:14])(=[O:13])=[O:12])[CH:8]=[CH:9][CH:10]=1.[CH3:15][Si:16]([CH3:23])([CH3:22])[CH2:17][CH2:18][O:19][CH2:20]Cl.P([O-])([O-])([O-])=O. Product: [OH:3][CH2:4][C:5]1[CH:6]=[C:7]([S:11]([N:14]([CH2:20][O:19][CH2:18][CH2:17][Si:16]([CH3:23])([CH3:22])[CH3:15])[CH2:20][O:19][CH2:18][CH2:17][Si:16]([CH3:23])([CH3:22])[CH3:15])(=[O:12])=[O:13])[CH:8]=[CH:9][CH:10]=1. The catalyst class is: 39. (2) Reactant: [CH:1]1([NH:4][C:5](=[O:30])[C:6]2[CH:11]=[CH:10][C:9]([CH3:12])=[C:8]([N:13]3[C:22](=[O:23])[C:21]4[C:16](=[CH:17][CH:18]=[C:19]([O:24][CH:25]5[CH2:29][NH:28][CH2:27][CH2:26]5)[CH:20]=4)[N:15]=[CH:14]3)[CH:7]=2)[CH2:3][CH2:2]1.IC.[C:33](=O)([O-])[O-].[K+].[K+]. Product: [CH:1]1([NH:4][C:5](=[O:30])[C:6]2[CH:11]=[CH:10][C:9]([CH3:12])=[C:8]([N:13]3[C:22](=[O:23])[C:21]4[C:16](=[CH:17][CH:18]=[C:19]([O:24][CH:25]5[CH2:26][CH2:27][N:28]([CH3:33])[CH2:29]5)[CH:20]=4)[N:15]=[CH:14]3)[CH:7]=2)[CH2:2][CH2:3]1. The catalyst class is: 566. (3) Reactant: [CH2:1]([O:5][C:6]([C:8]1[N:9]=[C:10](O)[C:11]2[C:16]([C:17]=1[OH:18])=[C:15]([C:19]1[CH:24]=[CH:23][CH:22]=[CH:21][CH:20]=1)[CH:14]=[CH:13][CH:12]=2)=[O:7])[CH2:2][CH2:3][CH3:4].P(Br)(Br)([Br:28])=O.C(=O)(O)[O-].[Na+]. Product: [CH2:1]([O:5][C:6]([C:8]1[N:9]=[C:10]([Br:28])[C:11]2[C:16]([C:17]=1[OH:18])=[C:15]([C:19]1[CH:24]=[CH:23][CH:22]=[CH:21][CH:20]=1)[CH:14]=[CH:13][CH:12]=2)=[O:7])[CH2:2][CH2:3][CH3:4]. The catalyst class is: 10. (4) Reactant: [OH:1][C:2]1[CH:14]=[CH:13][C:12]([N+:15]([O-:17])=[O:16])=[CH:11][C:3]=1[C:4]([O:6][C:7]([CH3:10])([CH3:9])[CH3:8])=[O:5].[H-].[Na+].Br[CH:21]([C:28]1[CH:33]=[CH:32][CH:31]=[CH:30][CH:29]=1)[C:22]1[CH:27]=[CH:26][CH:25]=[CH:24][CH:23]=1. Product: [CH:21]([O:1][C:2]1[CH:14]=[CH:13][C:12]([N+:15]([O-:17])=[O:16])=[CH:11][C:3]=1[C:4]([O:6][C:7]([CH3:10])([CH3:9])[CH3:8])=[O:5])([C:22]1[CH:27]=[CH:26][CH:25]=[CH:24][CH:23]=1)[C:28]1[CH:33]=[CH:32][CH:31]=[CH:30][CH:29]=1. The catalyst class is: 3. (5) Reactant: [CH2:1](B1OC(C)(C)C(C)(C)O1)[C:2]1[CH:7]=[CH:6][CH:5]=[CH:4][CH:3]=1.Cl[C:18]1[CH:19]=[C:20]([C:33]2[N:38]=[C:37]([CH3:39])[N:36]=[C:35]([N:40]([CH2:50][C:51]3[CH:56]=[CH:55][C:54]([O:57][CH3:58])=[CH:53][CH:52]=3)[CH2:41][C:42]3[CH:47]=[CH:46][C:45]([O:48][CH3:49])=[CH:44][CH:43]=3)[N:34]=2)[C:21]([NH:24][C:25]2[CH:26]=[N:27][C:28]([O:31][CH3:32])=[CH:29][CH:30]=2)=[N:22][CH:23]=1.C1(P(C2CCCCC2)C2C=CC=CC=2C2C(C(C)C)=CC(C(C)C)=CC=2C(C)C)CCCCC1.C(=O)([O-])[O-].[Na+].[Na+]. Product: [CH2:1]([C:18]1[CH:19]=[C:20]([C:33]2[N:38]=[C:37]([CH3:39])[N:36]=[C:35]([N:40]([CH2:50][C:51]3[CH:56]=[CH:55][C:54]([O:57][CH3:58])=[CH:53][CH:52]=3)[CH2:41][C:42]3[CH:47]=[CH:46][C:45]([O:48][CH3:49])=[CH:44][CH:43]=3)[N:34]=2)[C:21]([NH:24][C:25]2[CH:26]=[N:27][C:28]([O:31][CH3:32])=[CH:29][CH:30]=2)=[N:22][CH:23]=1)[C:2]1[CH:7]=[CH:6][CH:5]=[CH:4][CH:3]=1. The catalyst class is: 552.